From a dataset of Reaction yield outcomes from USPTO patents with 853,638 reactions. Predict the reaction yield, written as a fraction of the theoretical maximum amount of product (1.0 means a 100% yield; for example, 0.34 means a 34% yield). (1) The reactants are [NH2:1][CH2:2][C:3]1[CH:7]=[N:6][N:5]([CH2:8][C@@H:9]2[C@H:12]([NH:13][C:14](=[O:30])/[C:15](=[N:22]\[O:23][C:24]3([C:27]([OH:29])=[O:28])[CH2:26][CH2:25]3)/[C:16]3[N:17]=[C:18]([NH2:21])[S:19][CH:20]=3)[C:11](=[O:31])[N:10]2[S:32]([OH:35])(=[O:34])=[O:33])[N:4]=1.Cl.[N:37]1([C:42](N)=[NH:43])C=CC=N1.CCN(C(C)C)C(C)C. The catalyst is CN(C=O)C.C1(C)C=CC=CC=1. The product is [NH2:21][C:18]1[S:19][CH:20]=[C:16](/[C:15](=[N:22]/[O:23][C:24]2([C:27]([OH:29])=[O:28])[CH2:25][CH2:26]2)/[C:14]([NH:13][C@@H:12]2[C:11](=[O:31])[N:10]([S:32]([OH:35])(=[O:34])=[O:33])[C@@H:9]2[CH2:8][N:5]2[N:4]=[C:3]([CH2:2][NH:1][C:42]([NH2:43])=[NH:37])[CH:7]=[N:6]2)=[O:30])[N:17]=1. The yield is 0.370. (2) The reactants are [CH3:1][O:2][C:3]1[CH:22]=[C:21]([C:23]([F:26])([F:25])[F:24])[CH:20]=[CH:19][C:4]=1[C:5]([NH:7][CH2:8][CH2:9][N:10]1[CH:14]=[C:13]([C:15]([O:17]C)=[O:16])[N:12]=[CH:11]1)=[O:6].[OH-].[Na+]. The product is [CH3:1][O:2][C:3]1[CH:22]=[C:21]([C:23]([F:26])([F:24])[F:25])[CH:20]=[CH:19][C:4]=1[C:5]([NH:7][CH2:8][CH2:9][N:10]1[CH:14]=[C:13]([C:15]([OH:17])=[O:16])[N:12]=[CH:11]1)=[O:6]. The yield is 0.920. The catalyst is CO. (3) The reactants are O=C1C2C(=CC=CC=2)C(=O)[N:3]1[CH2:12][CH2:13][CH2:14][CH2:15][C:16]1[CH:21]=[CH:20][C:19]([S:22]([NH:25][C@@H:26]([CH:30]([CH3:32])[CH3:31])[C:27]([NH2:29])=[O:28])(=[O:24])=[O:23])=[CH:18][CH:17]=1.CN. No catalyst specified. The product is [NH2:3][CH2:12][CH2:13][CH2:14][CH2:15][C:16]1[CH:17]=[CH:18][C:19]([S:22]([NH:25][C@@H:26]([CH:30]([CH3:32])[CH3:31])[C:27]([NH2:29])=[O:28])(=[O:24])=[O:23])=[CH:20][CH:21]=1. The yield is 0.540.